Task: Regression. Given a peptide amino acid sequence and an MHC pseudo amino acid sequence, predict their binding affinity value. This is MHC class I binding data.. Dataset: Peptide-MHC class I binding affinity with 185,985 pairs from IEDB/IMGT (1) The peptide sequence is YPITADKRI. The MHC is HLA-B08:02 with pseudo-sequence HLA-B08:02. The binding affinity (normalized) is 0.120. (2) The peptide sequence is KLRNWQWWRL. The MHC is HLA-A68:02 with pseudo-sequence HLA-A68:02. The binding affinity (normalized) is 0. (3) The peptide sequence is EFIPNLFCM. The binding affinity (normalized) is 0.213. The MHC is HLA-B15:01 with pseudo-sequence HLA-B15:01. (4) The MHC is HLA-A11:01 with pseudo-sequence HLA-A11:01. The binding affinity (normalized) is 0.827. The peptide sequence is MTLWYMWQVK. (5) The peptide sequence is YVIKKSSPL. The MHC is HLA-B08:01 with pseudo-sequence HLA-B08:01. The binding affinity (normalized) is 0.512. (6) The peptide sequence is LPVLLGSLGC. The MHC is HLA-B35:01 with pseudo-sequence HLA-B35:01. The binding affinity (normalized) is 0.296.